This data is from NCI-60 drug combinations with 297,098 pairs across 59 cell lines. The task is: Regression. Given two drug SMILES strings and cell line genomic features, predict the synergy score measuring deviation from expected non-interaction effect. (1) Drug 1: COC1=CC(=CC(=C1O)OC)C2C3C(COC3=O)C(C4=CC5=C(C=C24)OCO5)OC6C(C(C7C(O6)COC(O7)C8=CC=CS8)O)O. Drug 2: N.N.Cl[Pt+2]Cl. Cell line: BT-549. Synergy scores: CSS=32.4, Synergy_ZIP=2.93, Synergy_Bliss=3.99, Synergy_Loewe=-19.5, Synergy_HSA=3.48. (2) Drug 1: CN(CCCl)CCCl.Cl. Drug 2: CC(C)NC(=O)C1=CC=C(C=C1)CNNC.Cl. Cell line: NCI-H460. Synergy scores: CSS=58.7, Synergy_ZIP=0.902, Synergy_Bliss=0.533, Synergy_Loewe=-29.3, Synergy_HSA=0.641. (3) Drug 1: C1CCC(C1)C(CC#N)N2C=C(C=N2)C3=C4C=CNC4=NC=N3. Drug 2: C1CCN(CC1)CCOC2=CC=C(C=C2)C(=O)C3=C(SC4=C3C=CC(=C4)O)C5=CC=C(C=C5)O. Cell line: RXF 393. Synergy scores: CSS=4.07, Synergy_ZIP=-1.13, Synergy_Bliss=0.439, Synergy_Loewe=0.144, Synergy_HSA=0.143. (4) Drug 1: CC1=C2C(C(=O)C3(C(CC4C(C3C(C(C2(C)C)(CC1OC(=O)C(C(C5=CC=CC=C5)NC(=O)C6=CC=CC=C6)O)O)OC(=O)C7=CC=CC=C7)(CO4)OC(=O)C)O)C)OC(=O)C. Drug 2: CCN(CC)CCCC(C)NC1=C2C=C(C=CC2=NC3=C1C=CC(=C3)Cl)OC. Cell line: BT-549. Synergy scores: CSS=28.5, Synergy_ZIP=-4.28, Synergy_Bliss=-2.93, Synergy_Loewe=-16.1, Synergy_HSA=-4.16.